This data is from Forward reaction prediction with 1.9M reactions from USPTO patents (1976-2016). The task is: Predict the product of the given reaction. (1) Given the reactants Cl.C([N:15]1[CH2:18][C@@H:17]([NH:19][C:20](=[O:25])[C:21]([F:24])([F:23])[F:22])[C@@H:16]1[CH3:26])(C1C=CC=CC=1)C1C=CC=CC=1, predict the reaction product. The product is: [F:24][C:21]([F:22])([F:23])[C:20]([NH:19][C@@H:17]1[CH2:18][NH:15][C@H:16]1[CH3:26])=[O:25]. (2) Given the reactants [OH2:1].[OH-].[Li+].CO[C:6]1[CH:7]=[C:8]([CH:11]=[CH:12][C:13]=1N1C=NC(C)=N1)[CH:9]=O.[OH-].[Na+].Cl.[CH2:23]1[CH2:27][O:26]CC1, predict the reaction product. The product is: [C:27]([OH:1])(=[O:26])[CH:23]=[CH:9][C:8]1[CH:7]=[CH:6][CH:13]=[CH:12][CH:11]=1. (3) The product is: [CH2:10]([O:12][CH2:2][C:3]1[O:9][C:6]([CH:7]=[O:8])=[CH:5][CH:4]=1)[CH3:11]. Given the reactants Cl[CH2:2][C:3]1[O:9][C:6]([CH:7]=[O:8])=[CH:5][CH:4]=1.[CH2:10]([OH:12])[CH3:11], predict the reaction product. (4) Given the reactants CO[CH:3]1[C:9]2[CH:10]=[C:11]([N+:14]([O-:16])=[O:15])[CH:12]=[CH:13][C:8]=2[CH2:7][CH2:6][NH:5][CH2:4]1.Br[CH2:18][CH2:19][O:20][CH3:21].[C:22](=O)([O-])[O-:23].[K+].[K+], predict the reaction product. The product is: [CH3:22][O:23][C:12]1[C:11]([N+:14]([O-:16])=[O:15])=[CH:10][C:9]2[CH2:3][CH2:4][N:5]([CH2:18][CH2:19][O:20][CH3:21])[CH2:6][CH2:7][C:8]=2[CH:13]=1. (5) The product is: [F:28][C:3]1([F:2])[CH2:5][CH:4]1[CH2:6][O:7][C:8]1[CH:9]=[C:10]2[C:15](=[CH:16][CH:17]=1)[CH2:14][N:13]([CH2:18][C:19]1[CH:20]=[CH:21][C:22]([C@@H:25]([NH:27][C:29](=[O:32])[CH2:30][CH3:31])[CH3:26])=[CH:23][CH:24]=1)[CH2:12][CH2:11]2. Given the reactants Cl.[F:2][C:3]1([F:28])[CH2:5][CH:4]1[CH2:6][O:7][C:8]1[CH:9]=[C:10]2[C:15](=[CH:16][CH:17]=1)[CH2:14][N:13]([CH2:18][C:19]1[CH:24]=[CH:23][C:22]([C@@H:25]([NH2:27])[CH3:26])=[CH:21][CH:20]=1)[CH2:12][CH2:11]2.[C:29](O[C:29](=[O:32])[CH2:30][CH3:31])(=[O:32])[CH2:30][CH3:31], predict the reaction product. (6) Given the reactants [CH3:1][CH:2]1[CH2:11][C:10]2[N:9]=[N:8][C:7]([C:12]3[CH:17]=[CH:16][CH:15]=[C:14]([C:18]([F:21])([F:20])[F:19])[CH:13]=3)=[CH:6][C:5]=2[CH:4]([OH:22])[CH2:3]1.C(N=C=NCCCN(C)C)C.[C:34]([O:38][C:39]([NH:41][C@H:42]([C:44](O)=[O:45])[CH3:43])=[O:40])([CH3:37])([CH3:36])[CH3:35], predict the reaction product. The product is: [C:34]([O:38][C:39]([NH:41][C@H:42]([C:44]([O:22][CH:4]1[CH2:3][CH:2]([CH3:1])[CH2:11][C:10]2[N:9]=[N:8][C:7]([C:12]3[CH:17]=[CH:16][CH:15]=[C:14]([C:18]([F:21])([F:20])[F:19])[CH:13]=3)=[CH:6][C:5]1=2)=[O:45])[CH3:43])=[O:40])([CH3:36])([CH3:37])[CH3:35]. (7) Given the reactants [F:1][C:2]1[CH:3]=[CH:4][C:5]2[C:11](=[O:12])[N:10]3[CH2:13][C@H:14]([C:17]([O:19]C)=[O:18])[CH2:15][CH2:16][C@H:9]3[CH2:8][CH2:7][C:6]=2[N:21]=1.[OH-].[Na+].Cl, predict the reaction product. The product is: [F:1][C:2]1[CH:3]=[CH:4][C:5]2[C:11](=[O:12])[N:10]3[CH2:13][C@H:14]([C:17]([OH:19])=[O:18])[CH2:15][CH2:16][C@H:9]3[CH2:8][CH2:7][C:6]=2[N:21]=1. (8) Given the reactants C([O:8][C:9]1[C:10](=[O:70])[NH:11][C:12]([CH3:69])=[CH:13][C:14]=1[C:15]([NH:17][CH2:18][CH2:19][N:20]([CH2:48][CH2:49][NH:50][C:51]([C:53]1[CH:58]=[C:57]([CH3:59])[NH:56][C:55](=[O:60])[C:54]=1[O:61]CC1C=CC=CC=1)=[O:52])[CH2:21][CH:22]([NH:29][C:30]([C:32]1[CH:37]=[C:36]([CH3:38])[NH:35][C:34](=[O:39])[C:33]=1[O:40]CC1C=CC=CC=1)=[O:31])[CH2:23][CH2:24][CH2:25][C:26]([OH:28])=[O:27])=[O:16])C1C=CC=CC=1.Cl, predict the reaction product. The product is: [OH:61][C:54]1[C:55](=[O:60])[NH:56][C:57]([CH3:59])=[CH:58][C:53]=1[C:51]([NH:50][CH2:49][CH2:48][N:20]([CH2:19][CH2:18][NH:17][C:15]([C:14]1[CH:13]=[C:12]([CH3:69])[NH:11][C:10](=[O:70])[C:9]=1[OH:8])=[O:16])[CH2:21][CH:22]([NH:29][C:30]([C:32]1[CH:37]=[C:36]([CH3:38])[NH:35][C:34](=[O:39])[C:33]=1[OH:40])=[O:31])[CH2:23][CH2:24][CH2:25][C:26]([OH:28])=[O:27])=[O:52].